This data is from NCI-60 drug combinations with 297,098 pairs across 59 cell lines. The task is: Regression. Given two drug SMILES strings and cell line genomic features, predict the synergy score measuring deviation from expected non-interaction effect. Drug 1: C1=NC2=C(N1)C(=S)N=C(N2)N. Drug 2: C1CC(C1)(C(=O)O)C(=O)O.[NH2-].[NH2-].[Pt+2]. Cell line: HCT-15. Synergy scores: CSS=19.8, Synergy_ZIP=-7.96, Synergy_Bliss=-16.0, Synergy_Loewe=-26.4, Synergy_HSA=-15.0.